The task is: Regression. Given a peptide amino acid sequence and an MHC pseudo amino acid sequence, predict their binding affinity value. This is MHC class I binding data.. This data is from Peptide-MHC class I binding affinity with 185,985 pairs from IEDB/IMGT. (1) The peptide sequence is NFMVSVSDFR. The MHC is HLA-A31:01 with pseudo-sequence HLA-A31:01. The binding affinity (normalized) is 0.580. (2) The peptide sequence is LPQYFTFDL. The MHC is HLA-A02:16 with pseudo-sequence HLA-A02:16. The binding affinity (normalized) is 0.0847. (3) The peptide sequence is LGYPFAWFL. The MHC is HLA-B58:01 with pseudo-sequence HLA-B58:01. The binding affinity (normalized) is 0.573. (4) The peptide sequence is CLVSGLSSL. The MHC is HLA-B27:03 with pseudo-sequence HLA-B27:03. The binding affinity (normalized) is 0.0847. (5) The peptide sequence is PDRVHFASPL. The MHC is Patr-B2401 with pseudo-sequence Patr-B2401. The binding affinity (normalized) is 0.124. (6) The MHC is BoLA-JSP.1 with pseudo-sequence BoLA-JSP.1. The peptide sequence is HLPGFGTAF. The binding affinity (normalized) is 0.0641. (7) The peptide sequence is YIALGRARV. The MHC is HLA-A03:01 with pseudo-sequence HLA-A03:01. The binding affinity (normalized) is 0.0847. (8) The peptide sequence is LSVLAVLKGL. The MHC is Mamu-A01 with pseudo-sequence Mamu-A01. The binding affinity (normalized) is 0.707. (9) The peptide sequence is LILSCIFAFI. The MHC is HLA-A33:01 with pseudo-sequence HLA-A33:01. The binding affinity (normalized) is 0.304. (10) The peptide sequence is KSRCGSLGY. The MHC is HLA-A01:01 with pseudo-sequence HLA-A01:01. The binding affinity (normalized) is 0.191.